Dataset: Full USPTO retrosynthesis dataset with 1.9M reactions from patents (1976-2016). Task: Predict the reactants needed to synthesize the given product. Given the product [Br:1][C:2]1[CH:7]=[C:6]([NH2:8])[CH:5]=[N:4][C:3]=1[Cl:11], predict the reactants needed to synthesize it. The reactants are: [Br:1][C:2]1[C:3]([Cl:11])=[N:4][CH:5]=[C:6]([N+:8]([O-])=O)[CH:7]=1.C(O)(=O)C.